Task: Predict the product of the given reaction.. Dataset: Forward reaction prediction with 1.9M reactions from USPTO patents (1976-2016) (1) Given the reactants Cl.CN(C)CCCN=C=NCC.O.OC1C2N=NNC=2C=CC=1.[C:24]([O:28][C:29]([NH:31][C:32]1([C:37]([OH:39])=O)[CH2:36][CH2:35][CH2:34][CH2:33]1)=[O:30])([CH3:27])([CH3:26])[CH3:25].[CH3:40][N:41]1[CH2:46][CH2:45][NH:44][CH2:43][CH2:42]1, predict the reaction product. The product is: [CH3:40][N:41]1[CH2:46][CH2:45][N:44]([C:37]([C:32]2([NH:31][C:29](=[O:30])[O:28][C:24]([CH3:25])([CH3:26])[CH3:27])[CH2:33][CH2:34][CH2:35][CH2:36]2)=[O:39])[CH2:43][CH2:42]1. (2) Given the reactants [Cl:1][C:2]1[N:3]=[N:4][C:5]([Cl:10])=[C:6]([CH3:9])[C:7]=1[CH3:8].[Br:11]N1C(=O)CCC1=O.CC(N=NC(C#N)(C)C)(C#N)C, predict the reaction product. The product is: [Br:11][CH2:8][C:7]1[C:6]([CH3:9])=[C:5]([Cl:10])[N:4]=[N:3][C:2]=1[Cl:1]. (3) Given the reactants [CH3:1][O:2][C:3]1[C:4]([CH2:12][N:13]([CH3:15])[CH3:14])=[C:5]2[C:9](=[CH:10][CH:11]=1)[NH:8][CH:7]=[CH:6]2.CN(C=O)C.[CH3:21][N:22]1[CH:26]=[C:25]([S:27](Cl)(=[O:29])=[O:28])[N:24]=[C:23]1[CH3:31], predict the reaction product. The product is: [CH3:21][N:22]1[CH:26]=[C:25]([S:27]([N:8]2[C:9]3[C:5](=[C:4]([CH2:12][N:13]([CH3:14])[CH3:15])[C:3]([O:2][CH3:1])=[CH:11][CH:10]=3)[CH:6]=[CH:7]2)(=[O:29])=[O:28])[N:24]=[C:23]1[CH3:31]. (4) Given the reactants C[O:2][C:3]([C:5]1[NH:6][C:7]2[C:12]([CH:13]=1)=[CH:11][C:10]([CH2:14][O:15]C(=O)C)=[CH:9][C:8]=2[N+:19]([O-:21])=[O:20])=[O:4].O.[OH-].[Li+], predict the reaction product. The product is: [OH:15][CH2:14][C:10]1[CH:11]=[C:12]2[C:7](=[C:8]([N+:19]([O-:21])=[O:20])[CH:9]=1)[NH:6][C:5]([C:3]([OH:4])=[O:2])=[CH:13]2. (5) Given the reactants [C:1]([N:5]1[CH:9]=[C:8]([CH2:10][OH:11])/[C:7](=[N:12]/[C:13](=[O:23])[C:14]2[CH:19]=[C:18]([Cl:20])[CH:17]=[CH:16][C:15]=2[O:21][CH3:22])/[S:6]1)([CH3:4])([CH3:3])[CH3:2].[H-].[Na+].CS(O[CH:31]([CH3:33])[CH3:32])(=O)=O, predict the reaction product. The product is: [C:1]([N:5]1[CH:9]=[C:8]([CH2:10][O:11][CH:31]([CH3:33])[CH3:32])/[C:7](=[N:12]/[C:13](=[O:23])[C:14]2[CH:19]=[C:18]([Cl:20])[CH:17]=[CH:16][C:15]=2[O:21][CH3:22])/[S:6]1)([CH3:4])([CH3:3])[CH3:2].